Dataset: Experimentally validated miRNA-target interactions with 360,000+ pairs, plus equal number of negative samples. Task: Binary Classification. Given a miRNA mature sequence and a target amino acid sequence, predict their likelihood of interaction. (1) Result: 0 (no interaction). The protein sequence of the target gene is MAHRKRQSTASSMLDHRARPGPIPHDQEPESEDTELPLESYVPTGLELGTLRPESPTPEEQECHNHSPDGDSSSDYVNNTSEEEDYDEGLPEEEEGVTYYIRYCPEDDSYLEGMDCNGEEYIAHGAHPVDTDECQEAVEDWTDSVGPHTHSHGAENSQEYPDGHLPIPEDDPTVLEVHDQEEDGHYCSSKESYQDYYPPETNGNTGGASPYRMRRGDGDLEEQEEDIDQIVAEIKMSLSMTSITSASEASPEHMPELDPGDSTEACPPSDTGHGPGRQEARPKSLNLPPEVKHPGDLQRG.... The miRNA is mmu-miR-207 with sequence GCUUCUCCUGGCUCUCCUCCCUC. (2) The miRNA is mmu-miR-568 with sequence AUGUAUAAAUGUAUACACAC. The protein sequence of the target gene is MARGGAGRAVALGLVLRLLFGLRTGLEAAPAPAHTRVQVSGSRADSCPTDTFQCLTSGYCVPLSWRCDGDQDCSDGSDEEDCRIESCAQNGQCQPQSALPCSCDNISGCSDVSDKNLNCSRPPCQESELHCILDDVCIPHTWRCDGHPDCLDSSDELSCDTDTEIDKIFQEENATTTRISTTMENETSFRNVTFTSAGDSSRNPSAYGVIAAAGVLSAILVSATLLILLRLRGQGYLPPPGLLVAVKESLLLSERKTSLI. Result: 0 (no interaction). (3) The miRNA is hsa-miR-4646-3p with sequence AUUGUCCCUCUCCCUUCCCAG. The protein sequence of the target gene is MDLAAIYKSLLSLSPELPSDLGETESSTSWASSGPWSLSSSDSSLPEVAARLPGRSTSLVEGRSCGWVPPPPGFAPLAPRPSSDWSPSPTSPTATPTTSSRYKTELCRTFSESGRCRYGAKCQFAHGLGELRQASRHPKYKTELCHKFYLQGRCPYGSRCHFIHNPSEDLAAPGHPHVLRQSISFSGLPSGRRTSPPPASLAGPSVSSWSFSPSSSPPPPPGDLLLSPSAFSAAPGHLCRRDPTPACCPSCRRATPNSVWGPVGGLARSPSAHSLGSDPDEYASSGTSLGGSDSPVFEAG.... Result: 0 (no interaction). (4) The miRNA is hsa-miR-8485 with sequence CACACACACACACACACGUAU. The protein sequence of the target gene is MDPQRSPLLEVKGNIELKRPLIKAPSQLPLSGSRLKRRPDQMEDGLEPEKKRTRGLGATTKITTSHPRVPSLTTVPQTQGQTTAQKVSKKTGPRCSTAIATGLKNQKPVPAVPVQKSGTSGVPPMAGGKKPSKRPAWDLKGQLCDLNAELKRCRERTQTLDQENQQLQDQLRDAQQQVKALGTERTTLEGHLAKVQAQAEQGQQELKNLRACVLELEERLSTQEGLVQELQKKQVELQEERRGLMSQLEEKERRLQTSEAALSSSQAEVASLRQETVAQAALLTEREERLHGLEMERRRL.... Result: 1 (interaction). (5) The miRNA is hsa-miR-665 with sequence ACCAGGAGGCUGAGGCCCCU. The protein sequence of the target gene is MAKTYDYLFKLLLIGDSGVGKTCLLFRFSEDAFNTTFISTIGIDFKIRTIELDGKKIKLQIWDTAGQERFRTITTAYYRGAMGIMLVYDITNEKSFDNIKNWIRNIEEHASSDVERMILGNKCDMNDKRQVSKERGEKLAIDYGIKFLETSAKSSTNVEEAFFTLARDIMTKLNRKMNDSNSSGAGGPVKITESRSKKTSFFRCSLL. Result: 0 (no interaction).